This data is from Experimentally validated miRNA-target interactions with 360,000+ pairs, plus equal number of negative samples. The task is: Binary Classification. Given a miRNA mature sequence and a target amino acid sequence, predict their likelihood of interaction. (1) The miRNA is hsa-miR-4645-3p with sequence AGACAGUAGUUCUUGCCUGGUU. The protein sequence of the target gene is MAPRPPTAAPQESVTFKDVSVDFTQEEWYHVDPAQRSLYRDVMLENYSHLVSLGYQVSKPEVIFKLEQGEEPWISEGEIQRPFYPDWKTRPEVKSSHLQQDVSEVSHCTHDLLHATLEDSWDVSSQLDRQQENWKRHLGSEASTQKKIITPQENFEQNKFGENSRLNTNLVTQLNIPARIRPSECETLGSNLGHNADLLNENNILAKKKPYKCDKCRKAFIHRSSLTKHEKTHKGEGAFPNGTDQGIYPGKKHHECTDCGKTFLWKTQLTEHQRIHTGEKPFECNVCGKAFRHSSSLGQH.... Result: 0 (no interaction). (2) The miRNA is hsa-miR-671-5p with sequence AGGAAGCCCUGGAGGGGCUGGAG. The protein sequence of the target gene is MASWLPETLFETVGQGPPPSKDYYQLLVTRSQVIFRWWKISLRSEYRSTKPGEAKETHEDFLENSHLQGQTALIFGARILDYVINLCKGKFDFLERLSDDLLLTIISYLDLEDIARLCQTSHRFAKLCMSDKLWEQIVQSTCDTITPDVRALAEDTGWRQLFFTNKLQLQRQLRKRKQKYGNLREKQP. Result: 1 (interaction). (3) The miRNA is rno-miR-290 with sequence UCUCAAACUAUGGGGGCA. The protein sequence of the target gene is MGKRDNRVAYMNPIAMARSRGPIQSSGPTIQDYLNRPRPTWEEVKEQLEKKKKGSKALAEFEEKMNENWKKELEKHREKLLSGNESSSKKRQKKKKEKKKSGRYSSSSSSSSDSSSSSSDSEDEDKKQTKRRKKKKSRCHKSPESSGSDSASDSKDGSKKKKKSKDVTEREKDTKGLSKKRKMYEDKPLSSESLSESDCGEVQAKRKKSGEERERTTDKAKKRRKHKKHSKKKKKKAASSSSDSP. Result: 0 (no interaction). (4) The miRNA is hsa-miR-34b-5p with sequence UAGGCAGUGUCAUUAGCUGAUUG. The protein sequence of the target gene is MADEGKSYSEHDDERVNFPQRKKKGRGPFRWKYGEGNRRSGRGGSGIRSSRLEEDDGDVAMSDAQDGPRVRYNPYTTRPNRRGDTWHDRDRIHVTVRRDRAPPERGGAGTSQDGTSKNWFKITIPYGRKYDKAWLLSMIQSKCSVPFTPIEFHYENTRAQFFVEDASTASALKAVNYKILDRENRRISIIINSSAPPHTILNELKPEQVEQLKLIMSKRYDGSQQALDLKGLRSDPDLVAQNIDVVLNRRSCMAATLRIIEENIPELLSLNLSNNRLYRLDDMSSIVQKAPNLKILNLSG.... Result: 0 (no interaction). (5) The miRNA is hsa-miR-4512 with sequence CAGGGCCUCACUGUAUCGCCCA. The protein sequence of the target gene is MKTLRARFKKTELRLSPTDLGSCPPCGPCPIPKPAARGRRQSQDWGKSDERLLQAVENNDAPRVAALIARKGLVPTKLDPEGKSAFHLAAMRGAASCLEVMIAHGSNVMSADGAGYNALHLAAKYGHPQCLKQLLQASCVVDVVDSSGWTALHHAAAGGCLSCSEVLCSFKAHLNPQDRSGATPLIIAAQMCHTDLCRLLLQQGAAANDQDLQGRTALMLACEGASPETVEVLLQGGAQPGITDALGQDAAHYGALAGDKLILHLLQEAAQRPSPPSALTEDDSGEASSQNSMSSHGKQG.... Result: 1 (interaction).